From a dataset of CYP2C9 inhibition data for predicting drug metabolism from PubChem BioAssay. Regression/Classification. Given a drug SMILES string, predict its absorption, distribution, metabolism, or excretion properties. Task type varies by dataset: regression for continuous measurements (e.g., permeability, clearance, half-life) or binary classification for categorical outcomes (e.g., BBB penetration, CYP inhibition). Dataset: cyp2c9_veith. (1) The result is 0 (non-inhibitor). The molecule is CN1[C@H]2CC[C@@H]1CC(OC(=O)c1cc(Cl)cc(Cl)c1)C2. (2) The compound is Cc1cccn2c(/C=N/OCc3ccc(F)cc3)c(-c3ccc(Cl)cc3)nc12. The result is 0 (non-inhibitor). (3) The compound is Cc1n[nH]c(=O)n1-c1cccc(C(F)(F)F)c1. The result is 0 (non-inhibitor). (4) The drug is CC(C)(C)[C@@]1(O)CCN2C[C@@H]3c4ccccc4CCc4cccc(c43)[C@@H]2C1. The result is 1 (inhibitor). (5) The drug is Cc1ccc2nc(Nc3nc(-c4ccccc4)cc(=O)[nH]3)nc(C)c2c1. The result is 1 (inhibitor). (6) The drug is COc1cc(CN2CCCCC2)cc2cc(C(=O)O)c(=O)oc12. The result is 0 (non-inhibitor). (7) The molecule is COc1ccc(C(=O)N2CCC3(CCCN(C(c4ccccc4)c4ccccc4)C3)CC2)cc1. The result is 1 (inhibitor).